From a dataset of Forward reaction prediction with 1.9M reactions from USPTO patents (1976-2016). Predict the product of the given reaction. (1) Given the reactants [CH:1]1([CH2:4][O:5][C:6]2[N:11]=[C:10]([C:12]([OH:14])=O)[CH:9]=[CH:8][C:7]=2[N:15]2[CH2:18][C:17]([F:20])([F:19])[CH2:16]2)[CH2:3][CH2:2]1.[CH3:21][C:22]([NH:25][CH2:26][C:27]1[O:28][C:29]([CH3:32])=[N:30][N:31]=1)([CH3:24])[CH3:23].CN(C(ON1N=NC2C=CC=CC1=2)=[N+](C)C)C.[B-](F)(F)(F)F.CCN(C(C)C)C(C)C, predict the reaction product. The product is: [C:22]([N:25]([CH2:26][C:27]1[O:28][C:29]([CH3:32])=[N:30][N:31]=1)[C:12]([C:10]1[CH:9]=[CH:8][C:7]([N:15]2[CH2:18][C:17]([F:20])([F:19])[CH2:16]2)=[C:6]([O:5][CH2:4][CH:1]2[CH2:2][CH2:3]2)[N:11]=1)=[O:14])([CH3:24])([CH3:23])[CH3:21]. (2) Given the reactants N#N.[NH:3]1[C:7]2[CH:8]=[CH:9][CH:10]=[CH:11][C:6]=2[N:5]=[C:4]1[C@H:12]([NH:22][C:23](=[O:37])[NH:24][C@@H:25]1[CH2:29][CH2:28][N:27](C(OC(C)(C)C)=O)[CH2:26]1)[CH2:13][C:14]1[CH:19]=[CH:18][C:17]([O:20][CH3:21])=[CH:16][CH:15]=1.FC(F)(F)S(O[Si](C(C)(C)C)(C)C)(=O)=O, predict the reaction product. The product is: [NH:3]1[C:7]2[CH:8]=[CH:9][CH:10]=[CH:11][C:6]=2[N:5]=[C:4]1[C@H:12]([NH:22][C:23]([NH:24][C@@H:25]1[CH2:29][CH2:28][NH:27][CH2:26]1)=[O:37])[CH2:13][C:14]1[CH:15]=[CH:16][C:17]([O:20][CH3:21])=[CH:18][CH:19]=1.